This data is from Reaction yield outcomes from USPTO patents with 853,638 reactions. The task is: Predict the reaction yield, written as a fraction of the theoretical maximum amount of product (1.0 means a 100% yield; for example, 0.34 means a 34% yield). (1) The reactants are [CH3:1][C:2]1[C:3]([CH2:8][N:9]([CH2:14][C:15]2[C:20]([CH3:21])=[CH:19][CH:18]=[CH:17][N:16]=2)[CH2:10][CH2:11][CH2:12][NH2:13])=[N:4][CH:5]=[CH:6][CH:7]=1.[OH:22][C:23]1[CH:31]=[CH:30][C:26]([C:27](O)=[O:28])=[CH:25][N:24]=1.CCN=C=NCCCN(C)C.C1C=CC2N(O)N=NC=2C=1.CCN(C(C)C)C(C)C. The catalyst is CN(C=O)C. The product is [CH3:1][C:2]1[C:3]([CH2:8][N:9]([CH2:14][C:15]2[C:20]([CH3:21])=[CH:19][CH:18]=[CH:17][N:16]=2)[CH2:10][CH2:11][CH2:12][NH:13][C:27](=[O:28])[C:26]2[CH:30]=[CH:31][C:23]([OH:22])=[N:24][CH:25]=2)=[N:4][CH:5]=[CH:6][CH:7]=1. The yield is 0.140. (2) The product is [F:27][C:28]1[CH:37]=[CH:36][C:31]([O:32][CH2:33][CH2:34][NH:35][C:14]2[CH:15]=[C:10]([NH:9][C@H:7]([C:1]3[CH:6]=[CH:5][CH:4]=[CH:3][CH:2]=3)[CH3:8])[N:11]=[CH:12][N:13]=2)=[CH:30][CH:29]=1. The yield is 0.540. The reactants are [C:1]1([C@@H:7]([NH:9][C:10]2[CH:15]=[C:14](Cl)[N:13]=[CH:12][N:11]=2)[CH3:8])[CH:6]=[CH:5][CH:4]=[CH:3][CH:2]=1.ClC1C=CC(C(N)C)=CC=1.[F:27][C:28]1[CH:37]=[CH:36][C:31]([O:32][CH2:33][CH2:34][NH2:35])=[CH:30][CH:29]=1. The catalyst is C(Cl)Cl. (3) The reactants are C([Li])C[CH2:3][CH3:4].Br[C:7]1[C:16]([O:17][CH2:18][CH2:19][CH2:20][CH2:21][CH2:22][CH3:23])=[CH:15][C:14]2[C:9](=[CH:10][CH:11]=[C:12](Br)[C:13]=2[CH2:24][CH3:25])[C:8]=1[CH2:27][CH3:28].[CH2:39]([O:38][CH:37]([O:41][CH2:42][CH3:43])[CH2:36][S:35][S:35][CH2:36][CH:37]([O:41][CH2:42][CH3:43])[O:38][CH2:39][CH3:40])[CH3:40]. The catalyst is C1COCC1. The product is [CH2:39]([O:38][CH:37]([O:41][CH2:3][CH3:4])[CH2:36][S:35][C:7]1[C:16]([O:17][CH2:18][CH2:19][CH2:20][CH2:21][CH2:22][CH3:23])=[CH:15][C:14]2[C:9](=[CH:10][CH:11]=[C:12]([S:35][CH2:36][CH:37]([O:38][CH2:39][CH3:40])[O:41][CH2:42][CH3:43])[C:13]=2[CH2:24][CH3:25])[C:8]=1[CH2:27][CH3:28])[CH3:40]. The yield is 0.720. (4) The reactants are [NH2:1][C:2]1[CH:31]=[CH:30][C:5]2[NH:6][C:7]([C:12]3[C:13](=[O:29])[C:14]([CH2:24][CH2:25][CH:26]4[CH2:28][CH2:27]4)([CH3:23])[C:15]4[C:20]([C:21]=3[OH:22])=[CH:19][CH:18]=[CH:17][CH:16]=4)=[N:8][S:9](=[O:11])(=[O:10])[C:4]=2[CH:3]=1.C(N(CC)C(C)C)(C)C.[C:41]([O:45][C:46](=[O:52])[CH2:47][S:48](Cl)(=[O:50])=[O:49])([CH3:44])([CH3:43])[CH3:42]. The catalyst is ClCCl. The product is [C:41]([O:45][C:46](=[O:52])[CH2:47][S:48]([NH:1][C:2]1[CH:31]=[CH:30][C:5]2[NH:6][C:7]([C:12]3[C:13](=[O:29])[C:14]([CH2:24][CH2:25][CH:26]4[CH2:28][CH2:27]4)([CH3:23])[C:15]4[C:20](=[CH:19][CH:18]=[CH:17][CH:16]=4)[C:21]=3[OH:22])=[N:8][S:9](=[O:11])(=[O:10])[C:4]=2[CH:3]=1)(=[O:49])=[O:50])([CH3:44])([CH3:42])[CH3:43]. The yield is 0.305.